This data is from Full USPTO retrosynthesis dataset with 1.9M reactions from patents (1976-2016). The task is: Predict the reactants needed to synthesize the given product. (1) Given the product [Br:1][C:2]1[CH:3]=[N:4][C:5]2[N:6]([N:8]=[C:9]([C:11]([N:16]3[CH2:17][CH2:18][C:19]4[NH:23][CH:22]=[CH:21][C:20]=4[N:15]3[CH3:14])=[O:13])[CH:10]=2)[CH:7]=1, predict the reactants needed to synthesize it. The reactants are: [Br:1][C:2]1[CH:3]=[N:4][C:5]2[N:6]([N:8]=[C:9]([C:11]([OH:13])=O)[CH:10]=2)[CH:7]=1.[CH3:14][N:15]1[C:20]2[CH:21]=[CH:22][NH:23][C:19]=2[CH2:18][CH2:17][NH:16]1. (2) Given the product [Br:20][C:17]1[CH:16]=[C:13]2[C:12](=[CH:19][CH:18]=1)[N:9]([C:4]1[CH:5]=[CH:6][CH:7]=[CH:8][C:3]=1[O:2][CH3:1])[N:10]=[CH:14]2, predict the reactants needed to synthesize it. The reactants are: [CH3:1][O:2][C:3]1[CH:8]=[CH:7][CH:6]=[CH:5][C:4]=1[NH:9][NH2:10].Br[C:12]1[CH:19]=[CH:18][C:17]([Br:20])=[CH:16][C:13]=1[CH:14]=O. (3) Given the product [C:2]1([C:14]2[CH:19]=[CH:18][N:17]=[C:16]([NH:20][CH2:21][CH:22]3[CH2:27][CH2:26][N:25]([C:38]([NH:37][CH2:40][C:41]([O:43][CH2:44][CH3:45])=[O:42])=[O:39])[CH2:24][CH2:23]3)[N:15]=2)[C:12]2=[C:13]3[C:8](=[CH:9][CH:10]=[CH:11]2)[CH2:7][CH2:6][CH2:5][N:4]3[CH:3]=1.[F:50][C:51]([F:56])([F:55])[C:52]([O-:54])=[O:53], predict the reactants needed to synthesize it. The reactants are: Cl.[C:2]1([C:14]2[CH:19]=[CH:18][N:17]=[C:16]([NH:20][CH2:21][CH:22]3[CH2:27][CH2:26][NH:25][CH2:24][CH2:23]3)[N:15]=2)[C:12]2=[C:13]3[C:8](=[CH:9][CH:10]=[CH:11]2)[CH2:7][CH2:6][CH2:5][N:4]3[CH:3]=1.C(N(CC)C(C)C)(C)C.[N:37]([CH2:40][C:41]([O:43][CH2:44][CH3:45])=[O:42])=[C:38]=[O:39].C(#N)C.O.[F:50][C:51]([F:56])([F:55])[C:52]([OH:54])=[O:53]. (4) Given the product [C:13]([C:15]1[CH:16]=[CH:17][C:18]([S:21]([NH:1][C:2]2[S:3][CH:4]=[C:5]([CH2:7][C:8]([O:10][CH2:11][CH3:12])=[O:9])[N:6]=2)(=[O:23])=[O:22])=[CH:19][CH:20]=1)#[N:14], predict the reactants needed to synthesize it. The reactants are: [NH2:1][C:2]1[S:3][CH:4]=[C:5]([CH2:7][C:8]([O:10][CH2:11][CH3:12])=[O:9])[N:6]=1.[C:13]([C:15]1[CH:20]=[CH:19][C:18]([S:21](Cl)(=[O:23])=[O:22])=[CH:17][CH:16]=1)#[N:14]. (5) The reactants are: [C:1]([CH2:3][NH:4][C:5]([C:7]1[C:11]([NH:12][C:13]([C:15]2[CH:20]=[CH:19][CH:18]=[CH:17][N:16]=2)=[O:14])=[CH:10][N:9](C2CCCCO2)[N:8]=1)=[O:6])#[N:2].O.C1(C)C=CC(S(O)(=O)=O)=CC=1.C(O)C.C(=O)([O-])O.[Na+]. Given the product [C:1]([CH2:3][NH:4][C:5]([C:7]1[C:11]([NH:12][C:13]([C:15]2[CH:20]=[CH:19][CH:18]=[CH:17][N:16]=2)=[O:14])=[CH:10][NH:9][N:8]=1)=[O:6])#[N:2], predict the reactants needed to synthesize it.